Dataset: Catalyst prediction with 721,799 reactions and 888 catalyst types from USPTO. Task: Predict which catalyst facilitates the given reaction. (1) Reactant: CS([C:4]1[N:5]=[CH:6][C:7]2[C:8](=[O:27])[N:9]([C:17]3[CH:22]=[CH:21][C:20]([O:23][CH2:24][CH:25]=[CH2:26])=[CH:19][CH:18]=3)[C:10]3[N:11]([CH:14]=[CH:15][N:16]=3)[C:12]=2[N:13]=1)=O.[NH2:28][C:29]1[CH:38]=[C:37]2[C:32]([C:33]3([CH2:47][CH2:46]3)[CH2:34][N:35]([C:39]([O:41][C:42]([CH3:45])([CH3:44])[CH3:43])=[O:40])[CH2:36]2)=[CH:31][CH:30]=1. Product: [O:27]=[C:8]1[C:7]2[CH:6]=[N:5][C:4]([NH:28][C:29]3[CH:38]=[C:37]4[C:32]([C:33]5([CH2:46][CH2:47]5)[CH2:34][N:35]([C:39]([O:41][C:42]([CH3:43])([CH3:44])[CH3:45])=[O:40])[CH2:36]4)=[CH:31][CH:30]=3)=[N:13][C:12]=2[N:11]2[CH:14]=[CH:15][N:16]=[C:10]2[N:9]1[C:17]1[CH:22]=[CH:21][C:20]([O:23][CH2:24][CH:25]=[CH2:26])=[CH:19][CH:18]=1. The catalyst class is: 115. (2) Reactant: [F:1][C:2]([F:11])([F:10])[CH2:3][CH2:4][CH:5]([C:8]#[N:9])[C:6]#[N:7].C(=O)([O-])[O-].[K+].[K+].[F:18][C:19]1[N:24]=[CH:23][C:22]([CH2:25]Br)=[CH:21][CH:20]=1. Product: [F:18][C:19]1[N:24]=[CH:23][C:22]([CH2:25][C:5]([CH2:4][CH2:3][C:2]([F:10])([F:11])[F:1])([C:8]#[N:9])[C:6]#[N:7])=[CH:21][CH:20]=1. The catalyst class is: 16.